From a dataset of Experimentally validated miRNA-target interactions with 360,000+ pairs, plus equal number of negative samples. Binary Classification. Given a miRNA mature sequence and a target amino acid sequence, predict their likelihood of interaction. (1) The miRNA is hsa-miR-589-3p with sequence UCAGAACAAAUGCCGGUUCCCAGA. Result: 0 (no interaction). The protein sequence of the target gene is MGLCLRWRRLGFPLPEFRRCELHTVREASAPTPPHWLAERFGLFEELWTAHVKKLASMTQKKARAIKISLPEGQKVDAVAWNTTPYQLAHQISVTLADTAVAAEVNGELYDLDRPLETDCHLRFLTFDSPEGKAVFWHSSAHVLGAAAEQQLGAVLCRGPSTESGFYHDFFLGKERTVRSAELPILERICQELIAAAQPFRRLEASRDQLRQLFKDNHFKLHLIEEKVTGPTATVYGCGMSVDLCRGPHLRHTGQIGALKLLTNSSALWRSLGAPETLQRVSGISFPKVELLRNWEARRE.... (2) The miRNA is hsa-miR-10b-3p with sequence ACAGAUUCGAUUCUAGGGGAAU. The protein sequence of the target gene is MAKAPSWAGVGALAYKAPEALWPAEAVMDGTMEDSEAVQRATALIEQRLAQEEENEKLRGDARQKLPMDLLVLEDEKHHGAQSAALQKVKGQERVRKTSLDLRREIIDVGGIQNLIELRKKRKQKKRDALAASHEPPPEPEEITGPVDEETFLKAAVEGKMKVIEKFLADGGSADTCDQFRRTALHRASLEGHMEILEKLLDNGATVDFQDRLDCTAMHWACRGGHLEVVKLLQSHGADTNVRDKLLSTPLHVAVRTGQVEIVEHFLSLGLEINARDREGDTALHDAVRLNRYKIIKLLL.... Result: 0 (no interaction). (3) The miRNA is mmu-miR-6715-3p with sequence CCAAACCAGGCGUGCCUGUGG. The protein sequence of the target gene is MASQLTQRGALFLLFFLTPAVTPTWYAGSGYYPDESYNEVYAEEVPQAPALDYRVPRWCYTLNIQDGEATCYSPKGGNYHSSLGTRCELSCDRGFRLIGRRSVQCLPSRRWSGTAYCRQMRCHALPFITSGTYTCTNGVLLDSRCDYSCSSGYHLEGDRSRICMEDGRWSGGEPVCVDIDPPKIRCPHSREKMAEPEKLTARVYWDPPLVKDSADGTITRVTLRGPEPGSHFPEGEHVIRYTAYDRAYNRASCKFIVKVQVRRCPTLKPPQHGYLTCTSAGDNYGATCEYHCDGGYDRQG.... Result: 0 (no interaction). (4) The miRNA is hsa-miR-4665-3p with sequence CUCGGCCGCGGCGCGUAGCCCCCGCC. The protein sequence of the target gene is MALVRDPEPAAGSSRWLPTHVQVTVLRASGLRGKSSGAGSTSDAYTVIQVGREKYSTSVVEKTQGCPEWCEECSFELPPGALDGLLRAQEADAGPAPWASGPNAACELVLTTMHRSLIGVDKFLGRATVALDEVFRAGRAQHTQWYRLHSKPGKKEKERGEIQVTIQFTRNNLSASMFDLSMKDKPRSPFSKLKDRVKGKKKYDLESASAILPSSALEDPELGSLGKMGKAKGFFLRNKLRKSSLTQSNTSLGSDSTLSSTSGSLVYQGPGAELLTRSPSHSSWLSTEGGRDSIQSPKLL.... Result: 0 (no interaction). (5) The miRNA is hsa-miR-6719-3p with sequence UCUGACAUCAGUGAUUCUCCUG. The protein sequence of the target gene is MLGWCEAIARNPHRIPNTTRTPETSGDVADASQTSTLNEKSPGRSASRSSNISKASSPTTGTAPRSQSRLSVCPSTQDICRICHCEGDEESPLITPCRCTGTLRFVHQSCLHQWIKSSDTRCCELCKYDFIMETKLKPLRKWEKLQMTTSERRKIFCSVTFHVIAVTCVVWSLYVLIDRTAEEIKQGNDNGVLEWPFWTKLVVVAIGFTGGLVFMYVQCKVYVQLWRRLKAYNRVIFVQNCPDTANKLEKNFPCNVNTEIKDAVVVPVPQTGSNTLPTAEGAPPEVIPV. Result: 0 (no interaction). (6) The miRNA is hsa-miR-6892-3p with sequence UCCCUCUCCCACCCCUUGCAG. The protein sequence of the target gene is MPQKDPCQKQACEIQKCLQANSYMESKCQAVIQELRKCCAQYPKGRSVVCSGFEKEEEENLTRKSASK. Result: 0 (no interaction). (7) The miRNA is mmu-miR-298-5p with sequence GGCAGAGGAGGGCUGUUCUUCCC. Result: 1 (interaction). The protein sequence of the target gene is MVSKTQKADLGPQLPEKKKKKKKKKRVVANVSEPETQYSVLNSNDYFIDASPPRATSPSNNVDEVQIPEISLSKRKKKKKSCSTHLEECLGAEPTRARQKKSPSPRRQALEQSAEGLIREKKKKRRKSLSKAASQGSGLKTSPDPKHAKEVSKAGRKSKKQRKEKKVPDTEALPPQDAWLYEAGDSLHSCLEGAEAEEQAALGQKRKQGSPRDHNMKKKKKTHQEGDILLVNSRVSVENSLKKGSKKSVKSEALEFVPIDSPKAPGKKKVKSKKKVEQPVGEGLAVKRKKKKKKRKENGV....